Task: Predict which catalyst facilitates the given reaction.. Dataset: Catalyst prediction with 721,799 reactions and 888 catalyst types from USPTO Product: [CH2:13]([O:12][C:11]([NH:10][C@H:7]1[CH2:8][CH2:9][N:4]([C:1]2[O:3][C:24]([C:25]([O:27][CH2:28][CH3:29])=[O:26])=[C:30]([CH3:32])[N:2]=2)[CH2:5][C@H:6]1[O:21][CH3:22])=[O:20])[C:14]1[CH:15]=[CH:16][CH:17]=[CH:18][CH:19]=1. The catalyst class is: 13. Reactant: [C:1]([N:4]1[CH2:9][CH2:8][C@H:7]([NH:10][C:11](=[O:20])[O:12][CH2:13][C:14]2[CH:19]=[CH:18][CH:17]=[CH:16][CH:15]=2)[C@H:6]([O:21][CH3:22])[CH2:5]1)(=[O:3])[NH2:2].Cl[CH:24]([C:30]([CH3:32])=O)[C:25]([O:27][CH2:28][CH3:29])=[O:26].C(=O)(O)[O-].[Na+].